This data is from Forward reaction prediction with 1.9M reactions from USPTO patents (1976-2016). The task is: Predict the product of the given reaction. (1) Given the reactants [F:1][C:2]1[C:9]([O:10]C)=[C:8]([F:12])[CH:7]=[CH:6][C:3]=1[C:4]#[N:5].B(Br)(Br)Br.O, predict the reaction product. The product is: [F:1][C:2]1[C:9]([OH:10])=[C:8]([F:12])[CH:7]=[CH:6][C:3]=1[C:4]#[N:5]. (2) The product is: [CH3:3][N:4]1[CH2:17][CH2:16][C:15]2[C:14]3[CH:13]=[C:12]([CH3:18])[CH:11]=[CH:10][C:9]=3[N:8]([CH2:21][CH:20]([C:22]3[CH:23]=[N:24][CH:25]=[CH:26][CH:27]=3)[OH:19])[C:7]=2[CH2:6][CH2:5]1. Given the reactants [H-].[Na+].[CH3:3][N:4]1[CH2:17][CH2:16][C:15]2[C:14]3[CH:13]=[C:12]([CH3:18])[CH:11]=[CH:10][C:9]=3[NH:8][C:7]=2[CH2:6][CH2:5]1.[O:19]1[CH2:21][CH:20]1[C:22]1[CH:23]=[N:24][CH:25]=[CH:26][CH:27]=1, predict the reaction product. (3) The product is: [NH2:23][C:2]1[C:3]([CH3:22])=[N:4][C:5]2[C:10]([N:11]=1)=[C:9]([C:12]1[NH:20][C:19]3[CH2:18][CH2:17][NH:16][C:15](=[O:21])[C:14]=3[CH:13]=1)[CH:8]=[CH:7][CH:6]=2. Given the reactants F[C:2]1[C:3]([CH3:22])=[N:4][C:5]2[C:10]([N:11]=1)=[C:9]([C:12]1[NH:20][C:19]3[CH2:18][CH2:17][NH:16][C:15](=[O:21])[C:14]=3[CH:13]=1)[CH:8]=[CH:7][CH:6]=2.[NH3:23].O, predict the reaction product. (4) Given the reactants [CH3:1][CH2:2][O:3][C:4]1[CH:5]=[CH:6][C:7]([NH2:10])=[CH:8][CH:9]=1.C(N(CC)CC)C.[Br:18][C:19]1[N:23]2[N:24]=[C:25]([Cl:29])[CH:26]=[C:27](Br)[C:22]2=[N:21][CH:20]=1, predict the reaction product. The product is: [Br:18][C:19]1[N:23]2[N:24]=[C:25]([Cl:29])[CH:26]=[C:27]([NH:10][C:7]3[CH:8]=[CH:9][C:4]([O:3][CH2:2][CH3:1])=[CH:5][CH:6]=3)[C:22]2=[N:21][CH:20]=1. (5) Given the reactants Cl[C:2]1[N:7]=[C:6]([NH:8][C:9]2[CH:10]=[C:11]3[C:15](=[CH:16][CH:17]=2)[NH:14][CH:13]=[CH:12]3)[C:5]([F:18])=[CH:4][N:3]=1.[OH:19][C:20]1[CH:21]=[C:22]([CH:24]=[CH:25][CH:26]=1)[NH2:23], predict the reaction product. The product is: [F:18][C:5]1[C:6]([NH:8][C:9]2[CH:10]=[C:11]3[C:15](=[CH:16][CH:17]=2)[NH:14][CH:13]=[CH:12]3)=[N:7][C:2]([NH:23][C:22]2[CH:24]=[CH:25][CH:26]=[C:20]([OH:19])[CH:21]=2)=[N:3][CH:4]=1. (6) Given the reactants [Br:1][C:2]1[N:7]=[C:6](/[CH:8]=[C:9](\[C:25]#[N:26])/[C:10]([NH:12][CH:13]([C:17]2[CH:22]=[CH:21][C:20]([O:23][CH3:24])=[CH:19][CH:18]=2)[CH2:14][CH2:15][CH3:16])=[O:11])[CH:5]=[CH:4][CH:3]=1.BrC1N=C(/C=C(/C#N)\C(NC(C2C=CC(OC)=CC=2)CCC)=O)C=CC=1, predict the reaction product. The product is: [Br:1][C:2]1[N:7]=[C:6]([CH:8]=[C:9]([C:25]#[N:26])[C:10]([NH:12][CH:13]([C:17]2[CH:18]=[CH:19][C:20]([O:23][CH3:24])=[CH:21][CH:22]=2)[CH2:14][CH2:15][CH3:16])=[O:11])[CH:5]=[CH:4][CH:3]=1. (7) Given the reactants [Li+].[OH-].F[C:4]1[CH:13]=[C:12]([C:14]([F:17])([F:16])[F:15])[CH:11]=[CH:10][C:5]=1[C:6]([O:8]C)=O.[SH:18][CH2:19][C:20]([O:22][CH3:23])=[O:21].Cl, predict the reaction product. The product is: [OH:8][C:6]1[C:5]2[CH:10]=[CH:11][C:12]([C:14]([F:17])([F:16])[F:15])=[CH:13][C:4]=2[S:18][C:19]=1[C:20]([O:22][CH3:23])=[O:21]. (8) Given the reactants [F:1][C:2]1[CH:22]=[CH:21][C:5]([CH2:6][N:7]2[C:16]3[C:11](=[CH:12][CH:13]=[CH:14][CH:15]=3)[C:10](O)=[C:9]([C:18]#[N:19])[C:8]2=[O:20])=[CH:4][CH:3]=1.O=P(Cl)(Cl)[Cl:25], predict the reaction product. The product is: [Cl:25][C:10]1[C:11]2[C:16](=[CH:15][CH:14]=[CH:13][CH:12]=2)[N:7]([CH2:6][C:5]2[CH:21]=[CH:22][C:2]([F:1])=[CH:3][CH:4]=2)[C:8](=[O:20])[C:9]=1[C:18]#[N:19]. (9) Given the reactants [F:1][C:2]([F:14])([F:13])[C:3]1[CH:12]=[CH:11][C:6]2[NH:7][C:8](=O)[NH:9][C:5]=2[CH:4]=1.P(Cl)(Cl)([Cl:17])=O, predict the reaction product. The product is: [Cl:17][C:8]1[NH:7][C:6]2[CH:11]=[CH:12][C:3]([C:2]([F:14])([F:13])[F:1])=[CH:4][C:5]=2[N:9]=1.